Dataset: Full USPTO retrosynthesis dataset with 1.9M reactions from patents (1976-2016). Task: Predict the reactants needed to synthesize the given product. (1) Given the product [Br:33][CH2:34][CH2:35][O:36][CH2:37][CH2:38][N:13]1[C:14](=[O:16])[C:15]2[N:7]([CH2:6][C:5]3[CH:4]=[CH:3][C:2]([Cl:1])=[CH:32][CH:31]=3)[C:8]([O:19][C:20]3[CH:25]=[CH:24][CH:23]=[C:22]([O:26][C:27]([F:30])([F:28])[F:29])[CH:21]=3)=[N:9][C:10]=2[N:11]([CH3:18])[C:12]1=[O:17], predict the reactants needed to synthesize it. The reactants are: [Cl:1][C:2]1[CH:32]=[CH:31][C:5]([CH2:6][N:7]2[C:15]3[C:14](=[O:16])[NH:13][C:12](=[O:17])[N:11]([CH3:18])[C:10]=3[N:9]=[C:8]2[O:19][C:20]2[CH:25]=[CH:24][CH:23]=[C:22]([O:26][C:27]([F:30])([F:29])[F:28])[CH:21]=2)=[CH:4][CH:3]=1.[Br:33][CH2:34][CH2:35][O:36][CH2:37][CH2:38]Br.C(=O)([O-])[O-].[K+].[K+]. (2) Given the product [CH2:30]([O:29][CH:5]([CH2:6][C:7]1[CH:12]=[CH:11][C:10]([O:13][CH2:14][C:15]2[N:16]=[C:17]([C:21]3[CH:26]=[CH:25][C:24]([F:27])=[CH:23][CH:22]=3)[O:18][C:19]=2[CH3:20])=[CH:9][C:8]=1[CH3:28])[C:4]([OH:32])=[O:3])[CH3:31], predict the reactants needed to synthesize it. The reactants are: C([O:3][C:4](=[O:32])[CH:5]([O:29][CH2:30][CH3:31])[CH2:6][C:7]1[CH:12]=[CH:11][C:10]([O:13][CH2:14][C:15]2[N:16]=[C:17]([C:21]3[CH:26]=[CH:25][C:24]([F:27])=[CH:23][CH:22]=3)[O:18][C:19]=2[CH3:20])=[CH:9][C:8]=1[CH3:28])C.[Li+].[OH-]. (3) Given the product [NH2:1][C:2]1[C:7]([C:8]2[N:37]([C:38]3[CH:43]=[CH:42][C:41]([C:44]4([NH:48][C:49](=[O:55])[O:50][C:51]([CH3:53])([CH3:52])[CH3:54])[CH2:45][CH2:46][CH2:47]4)=[CH:40][CH:39]=3)[C:11]3=[N:12][C:13]([C:16]4[CH:21]=[CH:20][CH:19]=[C:18]([N:22]5[CH2:27][CH2:26][O:25][C@@H:24]([CH2:28][OH:29])[CH2:23]5)[CH:17]=4)=[CH:14][CH:15]=[C:10]3[N:9]=2)=[CH:6][CH:5]=[CH:4][N:3]=1, predict the reactants needed to synthesize it. The reactants are: [NH2:1][C:2]1[C:7]([C:8]2[N:37]([C:38]3[CH:43]=[CH:42][C:41]([C:44]4([NH:48][C:49](=[O:55])[O:50][C:51]([CH3:54])([CH3:53])[CH3:52])[CH2:47][CH2:46][CH2:45]4)=[CH:40][CH:39]=3)[C:11]3=[N:12][C:13]([C:16]4[CH:21]=[CH:20][CH:19]=[C:18]([N:22]5[CH2:27][CH2:26][O:25][C@@H:24]([CH2:28][O:29]CC6C=CC=CC=6)[CH2:23]5)[CH:17]=4)=[CH:14][CH:15]=[C:10]3[N:9]=2)=[CH:6][CH:5]=[CH:4][N:3]=1. (4) Given the product [F:21][C:20]1[C:14]2[O:13][C:12]([CH2:8][CH2:9][C:10]#[C:11][C:2]3[CH:7]=[CH:6][CH:5]=[CH:4][N:3]=3)=[N:16][C:15]=2[C:17]([C:22]([F:25])([F:23])[F:24])=[CH:18][CH:19]=1, predict the reactants needed to synthesize it. The reactants are: Br[C:2]1[CH:7]=[CH:6][CH:5]=[CH:4][N:3]=1.[CH2:8]([C:12]1[O:13][C:14]2[C:20]([F:21])=[CH:19][CH:18]=[C:17]([C:22]([F:25])([F:24])[F:23])[C:15]=2[N:16]=1)[CH2:9][C:10]#[CH:11]. (5) Given the product [CH3:66][O:67][C:68](=[O:80])[C:69]1[CH:74]=[CH:73][C:72]([NH:75][C:12](=[O:38])[CH:13]([N:20]2[C:24]3[CH:25]=[CH:26][CH:27]=[CH:28][C:23]=3[N:22]=[C:21]2[C:31]2[CH:36]=[CH:35][C:34]([Cl:37])=[CH:33][CH:32]=2)[CH:14]2[CH2:19][CH2:18][CH2:17][CH2:16][CH2:15]2)=[C:71]([C:76]([F:78])([F:77])[F:79])[CH:70]=1, predict the reactants needed to synthesize it. The reactants are: C(OC(=O)C1C=CC(N[C:12](=[O:38])[CH:13]([N:20]2[C:24]3[CH:25]=[C:26](F)[C:27](F)=[CH:28][C:23]=3[N:22]=[C:21]2[C:31]2[CH:36]=[CH:35][C:34]([Cl:37])=[CH:33][CH:32]=2)[CH:14]2[CH2:19][CH2:18][CH2:17][CH2:16][CH2:15]2)=CC=1)C.ClC1C=CC(C2N(C(C3CCCCC3)C(O)=O)C3C=CC=CC=3N=2)=CC=1.[CH3:66][O:67][C:68](=[O:80])[C:69]1[CH:74]=[CH:73][C:72]([NH2:75])=[C:71]([C:76]([F:79])([F:78])[F:77])[CH:70]=1. (6) The reactants are: [NH2:1][C:2]1[C:6]([S:7]([CH2:10][CH2:11][CH3:12])(=[O:9])=[O:8])=[CH:5][S:4][C:3]=1[C:13]([OH:15])=[O:14].[OH2:16].[OH-].[Na+:18]. Given the product [NH2:1][C:2]1[C:6]([S:7]([CH2:10][CH2:11][CH3:12])(=[O:9])=[O:8])=[CH:5][S:4][C:3]=1[C:13]([OH:15])=[O:14].[C:13]([O-:15])([OH:16])=[O:14].[Na+:18], predict the reactants needed to synthesize it. (7) Given the product [Cl:16][C:10]1[C:11]([O:12][CH:13]([CH3:15])[CH3:14])=[C:2]([CH:27]=[O:29])[CH:3]=[C:4]2[C:9]=1[O:8][C:7]([CH3:18])([CH3:17])[CH:6]=[C:5]2[CH:19]([CH3:21])[CH3:20], predict the reactants needed to synthesize it. The reactants are: Br[C:2]1[CH:3]=[C:4]2[C:9](=[C:10]([Cl:16])[C:11]=1[O:12][CH:13]([CH3:15])[CH3:14])[O:8][C:7]([CH3:18])([CH3:17])[CH:6]=[C:5]2[CH:19]([CH3:21])[CH3:20].C([Li])CCC.[CH2:27]([O:29]CC)C. (8) Given the product [CH3:22][O:21][CH2:20][O:19][C:11]1[C:12](=[O:18])[N:13]([CH2:15][O:16][CH3:17])[CH:14]=[C:9]([S:8][CH2:26][C:27]2[C:32]([CH3:33])=[CH:31][CH:30]=[CH:29][N:28]=2)[CH:10]=1, predict the reactants needed to synthesize it. The reactants are: C(C1C=CC(C[S:8][C:9]2[CH:10]=[C:11]([O:19][CH2:20][O:21][CH3:22])[C:12](=[O:18])[N:13]([CH2:15][O:16][CH3:17])[CH:14]=2)=CC=1)C.Cl[CH2:26][C:27]1[C:32]([CH3:33])=[CH:31][CH:30]=[CH:29][N:28]=1. (9) Given the product [CH3:10][N:11]([CH3:27])[C:12]1([C:20]2[CH:25]=[CH:24][CH:23]=[C:22]([F:26])[CH:21]=2)[CH2:17][CH2:16][CH:15]([CH:18]([OH:19])[CH2:1][C:2]2[CH:7]=[CH:6][CH:5]=[CH:4][CH:3]=2)[CH2:14][CH2:13]1, predict the reactants needed to synthesize it. The reactants are: [CH2:1]([Mg]Cl)[C:2]1[CH:7]=[CH:6][CH:5]=[CH:4][CH:3]=1.[CH3:10][N:11]([CH3:27])[C:12]1([C:20]2[CH:25]=[CH:24][CH:23]=[C:22]([F:26])[CH:21]=2)[CH2:17][CH2:16][CH:15]([CH:18]=[O:19])[CH2:14][CH2:13]1.[Cl-].[NH4+].